From a dataset of Full USPTO retrosynthesis dataset with 1.9M reactions from patents (1976-2016). Predict the reactants needed to synthesize the given product. (1) Given the product [CH3:44][CH2:45][CH2:46][CH2:47][CH2:48][CH2:43][CH2:21][CH2:22][CH2:23][CH2:24][CH2:25][CH2:40][O:99][S:98]([O-:101])(=[O:62])=[O:100].[Na+:60], predict the reactants needed to synthesize it. The reactants are: CCN(C1C=CC(/[C:21](/[C:43]2[CH:48]=[CH:47][C:46](NC3C=CC(OCC)=CC=3)=[CH:45][CH:44]=2)=[C:22]2\[CH:23]=[CH:24][C:25]([CH:40]=C\2C)=[N+](CC2C=CC=C(S([O-])(=O)=O)C=2)CC)=C(C)C=1)CC1C=CC=C(S([O-])(=O)=O)C=1.[Na+:60].C[OH:62].CCN(C1C=CC(C(C2C=CC(NC3C=CC(OCC)=CC=3)=CC=2)=C2C=CC(=[N+](CC3C=CC=C([S:98]([O-:101])(=[O:100])=[O:99])C=3)CC)C=C2)=CC=1)CC1C=CC=C([S:98]([OH:101])(=[O:100])=[O:99])C=1.[Na+]. (2) Given the product [CH3:20][O:19][C:18]1[CH:17]=[CH:16][C:15]([NH:21][C:22]2[S:23][CH:3]=[C:4]([C:6]3[CH:11]=[CH:10][N:9]=[CH:8][CH:7]=3)[N:24]=2)=[CH:14][C:13]=1[OH:12], predict the reactants needed to synthesize it. The reactants are: Br.Br[CH2:3][C:4]([C:6]1[CH:11]=[CH:10][N:9]=[CH:8][CH:7]=1)=O.[OH:12][C:13]1[CH:14]=[C:15]([NH:21][C:22]([NH2:24])=[S:23])[CH:16]=[CH:17][C:18]=1[O:19][CH3:20].N. (3) Given the product [CH3:1][S:2][C:3]1[S:7][C:6]([C:8]2[CH:9]=[CH:10][C:11]([C:12]([N:49]3[CH2:53][CH2:52][CH2:51][C@H:50]3[CH2:54][N:55]3[CH2:59][CH2:58][CH2:57][CH2:56]3)=[O:14])=[CH:15][CH:16]=2)=[CH:5][CH:4]=1, predict the reactants needed to synthesize it. The reactants are: [CH3:1][S:2][C:3]1[S:7][C:6]([C:8]2[CH:16]=[CH:15][C:11]([C:12]([OH:14])=O)=[CH:10][CH:9]=2)=[CH:5][CH:4]=1.[Li].CCN=C=NCCCN(C)C.Cl.C1C=CC2N(O)N=NC=2C=1.CCN(C(C)C)C(C)C.[NH:49]1[CH2:53][CH2:52][CH2:51][C@H:50]1[CH2:54][N:55]1[CH2:59][CH2:58][CH2:57][CH2:56]1. (4) Given the product [OH:8][C:9]1[CH:22]=[C:21]2[C:12]([C@@H:13]3[C@@:18]([CH3:23])([CH2:19][CH2:20]2)[CH2:17][CH2:16][C:15](=[O:24])[C@H:14]3[CH3:25])=[CH:11][CH:10]=1, predict the reactants needed to synthesize it. The reactants are: C([O:8][C:9]1[CH:22]=[C:21]2[C:12]([C@@H:13]3[C@@:18]([CH3:23])([CH2:19][CH2:20]2)[CH:17]=[CH:16][C:15](=[O:24])[C@@H:14]3[CH3:25])=[CH:11][CH:10]=1)C1C=CC=CC=1.C(OC1C=C2C([C@@H]3[C@@](C)(CC2)C=CC(=O)[C@H]3C)=CC=1)C1C=CC=CC=1.C1COCC1. (5) Given the product [Cl:1][C:2]1[C:7]([NH:8][C:14](=[O:15])[O:13][C:10]([CH3:12])([CH3:11])[CH3:9])=[CH:6][CH:5]=[CH:4][N:3]=1, predict the reactants needed to synthesize it. The reactants are: [Cl:1][C:2]1[C:7]([NH2:8])=[CH:6][CH:5]=[CH:4][N:3]=1.[CH3:9][C:10]([O:13][C:14](O[C:14]([O:13][C:10]([CH3:12])([CH3:11])[CH3:9])=[O:15])=[O:15])([CH3:12])[CH3:11]. (6) The reactants are: [CH3:1][N:2]1[CH2:6][CH2:5][CH2:4][C@H:3]1[CH2:7][C:8]1[CH:16]=[C:15]2[C:11]([CH:12]=[CH:13][NH:14]2)=[CH:10][CH:9]=1.C([O-])([O-])=O.[K+].[K+].Br[C:24]1[CH:28]=[CH:27][S:26][CH:25]=1. Given the product [CH3:1][N:2]1[CH2:6][CH2:5][CH2:4][C@H:3]1[CH2:7][C:8]1[CH:16]=[C:15]2[C:11]([CH:12]=[CH:13][N:14]2[C:24]2[CH:28]=[CH:27][S:26][CH:25]=2)=[CH:10][CH:9]=1, predict the reactants needed to synthesize it. (7) Given the product [CH3:25][O:24][CH:3]([O:2][CH3:1])[CH2:4][N:5]1[CH:10]=[C:9]([Br:33])[C:8](=[O:11])[C:7]([O:12][CH2:13][C:14]2[CH:19]=[CH:18][CH:17]=[CH:16][CH:15]=2)=[C:6]1[C:20]([O:22][CH3:23])=[O:21], predict the reactants needed to synthesize it. The reactants are: [CH3:1][O:2][CH:3]([O:24][CH3:25])[CH2:4][N:5]1[CH:10]=[CH:9][C:8](=[O:11])[C:7]([O:12][CH2:13][C:14]2[CH:19]=[CH:18][CH:17]=[CH:16][CH:15]=2)=[C:6]1[C:20]([O:22][CH3:23])=[O:21].C1C(=O)N([Br:33])C(=O)C1. (8) Given the product [Cl:13][C:2]1[S:1][C:5]2[NH:6][C:7]([C:9]([O:11][CH3:12])=[O:10])=[CH:8][C:4]=2[CH:3]=1, predict the reactants needed to synthesize it. The reactants are: [S:1]1[C:5]2[NH:6][C:7]([C:9]([O:11][CH3:12])=[O:10])=[CH:8][C:4]=2[CH:3]=[CH:2]1.[Cl:13]N1C(=O)CCC1=O.[OH-].[Na+]. (9) Given the product [CH2:33]([C:31]1[S:30][C:19]2[N:20]=[C:21]([C:23]3[N:43]=[CH:42][N:41]([CH3:40])[CH:24]=3)[N:22]=[C:17]([NH2:16])[C:18]=2[CH:32]=1)[C:34]1[CH:35]=[CH:36][CH:37]=[CH:38][CH:39]=1, predict the reactants needed to synthesize it. The reactants are: NC1SC(CC2C=CC=CC=2)=CC=1C#N.[NH2:16][C:17]1[C:18]2[CH:32]=[C:31]([CH2:33][C:34]3[CH:39]=[CH:38][CH:37]=[CH:36][CH:35]=3)[S:30][C:19]=2[N:20]=[C:21]([C:23]2OC(C#N)=C[CH:24]=2)[N:22]=1.[CH3:40][N:41]1C=C(C#N)[N:43]=[CH:42]1.CC1OC(C#N)=CC=1. (10) Given the product [CH2:26]([N:16]([CH2:14][CH3:15])[C:17]([C:18]1[CH:23]=[CH:22][C:21]([F:24])=[CH:20][C:19]=1[B:28]([OH:31])[OH:29])=[O:25])[CH3:27], predict the reactants needed to synthesize it. The reactants are: CN(C)CCN(C)C.C([Li])(CC)C.[CH2:14]([N:16]([CH2:26][CH3:27])[C:17](=[O:25])[C:18]1[CH:23]=[CH:22][C:21]([F:24])=[CH:20][CH:19]=1)[CH3:15].[B:28](OC)([O:31]C)[O:29]C.